This data is from Catalyst prediction with 721,799 reactions and 888 catalyst types from USPTO. The task is: Predict which catalyst facilitates the given reaction. (1) Reactant: Cl[CH2:2][C:3]([NH:5][C:6]1[CH:7]=[C:8]([CH:32]=[C:33]([C:35]([F:38])([F:37])[F:36])[CH:34]=1)[C:9]([NH:11][C:12]1[CH:13]=[C:14]([C:18]2[N:23]3[N:24]=[CH:25][C:26]([C:27]([O:29][CH2:30][CH3:31])=[O:28])=[C:22]3[N:21]=[CH:20][CH:19]=2)[CH:15]=[CH:16][CH:17]=1)=[O:10])=[O:4].[CH3:39][N:40]1[CH2:45][CH2:44][NH:43][CH2:42][CH2:41]1.C(N(CC)CC)C.O. Product: [CH3:39][N:40]1[CH2:45][CH2:44][N:43]([CH2:2][C:3]([NH:5][C:6]2[CH:7]=[C:8]([CH:32]=[C:33]([C:35]([F:38])([F:37])[F:36])[CH:34]=2)[C:9]([NH:11][C:12]2[CH:13]=[C:14]([C:18]3[N:23]4[N:24]=[CH:25][C:26]([C:27]([O:29][CH2:30][CH3:31])=[O:28])=[C:22]4[N:21]=[CH:20][CH:19]=3)[CH:15]=[CH:16][CH:17]=2)=[O:10])=[O:4])[CH2:42][CH2:41]1. The catalyst class is: 3. (2) Reactant: [NH2:1][C:2]1[N:6]([CH2:7][CH2:8][OH:9])[N:5]=[C:4]([C:10]([CH3:13])([CH3:12])[CH3:11])[CH:3]=1.[CH3:14][C:15]([Si:18](Cl)([CH3:20])[CH3:19])([CH3:17])[CH3:16].N1C=CN=C1.C(OCC)(=O)C. Product: [C:10]([C:4]1[CH:3]=[C:2]([NH2:1])[N:6]([CH2:7][CH2:8][O:9][Si:18]([C:15]([CH3:17])([CH3:16])[CH3:14])([CH3:20])[CH3:19])[N:5]=1)([CH3:13])([CH3:12])[CH3:11]. The catalyst class is: 18.